Dataset: Retrosynthesis with 50K atom-mapped reactions and 10 reaction types from USPTO. Task: Predict the reactants needed to synthesize the given product. (1) Given the product O=c1c(Cc2cccnc2)cn2c3ccccc3[nH]c3cccc1c32, predict the reactants needed to synthesize it. The reactants are: CC(=O)n1c2ccccc2n2cc(Cc3cccnc3)c(=O)c3cccc1c32. (2) Given the product CCNC(=O)Nc1nc2ccc(Br)c(OC)c2s1, predict the reactants needed to synthesize it. The reactants are: CCNC(=O)Nc1nc2ccc(Br)c(O)c2s1.CI. (3) Given the product COc1ccc2c(CCCN3CCC(C(O)c4ccc(F)cc4)CC3)c(C)[nH]c2c1, predict the reactants needed to synthesize it. The reactants are: COc1ccc2c(CCCN3CCC(C(=O)c4ccc(F)cc4)CC3)c(C)[nH]c2c1. (4) Given the product COc1ccc(C(=O)Nc2ccccc2)cc1Nc1cccc([N+](=O)[O-])c1, predict the reactants needed to synthesize it. The reactants are: COc1ccc(C(=O)Nc2ccccc2)cc1N.O=[N+]([O-])c1cccc(I)c1.